This data is from Reaction yield outcomes from USPTO patents with 853,638 reactions. The task is: Predict the reaction yield, written as a fraction of the theoretical maximum amount of product (1.0 means a 100% yield; for example, 0.34 means a 34% yield). (1) The reactants are C(=O)([O-])[O-].[K+].[K+].[SH:7][C:8]1[CH:17]=[CH:16][C:11]([C:12]([O:14][CH3:15])=[O:13])=[CH:10][CH:9]=1.Br[CH2:19][CH:20]([CH3:22])[CH3:21]. The catalyst is CN(C=O)C. The product is [CH2:19]([S:7][C:8]1[CH:9]=[CH:10][C:11]([C:12]([O:14][CH3:15])=[O:13])=[CH:16][CH:17]=1)[CH:20]([CH3:22])[CH3:21]. The yield is 0.830. (2) The reactants are [OH:1][C:2]1[C:7]([C:8]2[CH:17]=[CH:16][C:15]([N+:18]([O-:20])=[O:19])=[CH:14][C:9]=2[C:10]([O:12]C)=[O:11])=[CH:6][CH:5]=[CH:4][N:3]=1.Cl. The catalyst is CO. The product is [OH:1][C:2]1[C:7]([C:8]2[CH:17]=[CH:16][C:15]([N+:18]([O-:20])=[O:19])=[CH:14][C:9]=2[C:10]([OH:12])=[O:11])=[CH:6][CH:5]=[CH:4][N:3]=1. The yield is 0.930.